Dataset: Reaction yield outcomes from USPTO patents with 853,638 reactions. Task: Predict the reaction yield, written as a fraction of the theoretical maximum amount of product (1.0 means a 100% yield; for example, 0.34 means a 34% yield). (1) The reactants are [Br:1][C:2]1[CH:7]=[CH:6][C:5]([OH:8])=[CH:4][C:3]=1[F:9].C1(P(C2C=CC=CC=2)C2C=CC=CC=2)C=CC=CC=1.[O:29]1[CH2:34][CH2:33][N:32]([CH2:35][CH2:36]O)[CH2:31][CH2:30]1.N(C(OC(C)C)=O)=NC(OC(C)C)=O. The catalyst is C(Cl)Cl. The product is [Br:1][C:2]1[CH:7]=[CH:6][C:5]([O:8][CH2:36][CH2:35][N:32]2[CH2:33][CH2:34][O:29][CH2:30][CH2:31]2)=[CH:4][C:3]=1[F:9]. The yield is 0.330. (2) The reactants are C(OC(=O)[NH:7][C:8]1[N:9]([C:17]2[CH:22]=[CH:21][CH:20]=[C:19]([N:23]3[CH2:28][CH2:27][O:26][CH2:25][CH2:24]3)[CH:18]=2)[N:10]=[C:11]([C:13]([CH3:16])([CH3:15])[CH3:14])[CH:12]=1)(C)(C)C.C(O)(C(F)(F)F)=O. The catalyst is C(Cl)Cl. The product is [C:13]([C:11]1[CH:12]=[C:8]([NH2:7])[N:9]([C:17]2[CH:22]=[CH:21][CH:20]=[C:19]([N:23]3[CH2:24][CH2:25][O:26][CH2:27][CH2:28]3)[CH:18]=2)[N:10]=1)([CH3:16])([CH3:14])[CH3:15]. The yield is 0.860. (3) No catalyst specified. The reactants are [NH2:1][C:2]1[C:7]([NH2:8])=[C:6](O)[N:5]=[C:4]([SH:10])[N:3]=1.[C:11](Cl)(=O)[C:12]([CH3:15])([CH3:14])[CH3:13].CI.[ClH:20].P(Cl)(Cl)(Cl)=O.N1C=CC=C[CH:27]=1. The yield is 0.900. The product is [C:12]([C:15]1[NH:8][C:7]2[C:2](=[N:3][C:4]([S:10][CH3:27])=[N:5][C:6]=2[Cl:20])[N:1]=1)([CH3:14])([CH3:13])[CH3:11]. (4) The reactants are [CH2:1]1[O:5][CH2:4][O:3][CH:2]1[CH2:6][OH:7].C[Si]([N-][Si](C)(C)C)(C)C.[Li+].[CH:18]1([NH:21][C:22]([C:24]2[S:37][C:27]3=[N:28][C:29](S(C)=O)=[C:30]([Cl:33])[C:31]([CH3:32])=[C:26]3[C:25]=2[NH2:38])=[O:23])[CH2:20][CH2:19]1. The catalyst is C1COCC1. The product is [CH:18]1([NH:21][C:22]([C:24]2[S:37][C:27]3=[N:28][C:29]([O:7][CH2:6][CH:2]4[CH2:1][O:5][CH2:4][O:3]4)=[C:30]([Cl:33])[C:31]([CH3:32])=[C:26]3[C:25]=2[NH2:38])=[O:23])[CH2:20][CH2:19]1. The yield is 0.510.